Dataset: Reaction yield outcomes from USPTO patents with 853,638 reactions. Task: Predict the reaction yield, written as a fraction of the theoretical maximum amount of product (1.0 means a 100% yield; for example, 0.34 means a 34% yield). (1) The reactants are Cl[C:2]1[N:7]=[C:6]([NH:8][CH:9]2[CH2:11][CH2:10]2)[N:5]=[C:4]([S:12][CH2:13][C:14]([NH2:16])=[O:15])[C:3]=1[C:17]#[N:18].[NH2:19][C:20]1[CH:25]=[CH:24][CH:23]=[CH:22][CH:21]=1.CN(C=O)C.C[O-].[Na+]. The catalyst is C(O)C. The product is [NH2:18][C:17]1[C:3]2[C:2]([NH:19][C:20]3[CH:25]=[CH:24][CH:23]=[CH:22][CH:21]=3)=[N:7][C:6]([NH:8][CH:9]3[CH2:11][CH2:10]3)=[N:5][C:4]=2[S:12][C:13]=1[C:14]([NH2:16])=[O:15]. The yield is 0.0880. (2) The reactants are [Cl:1][C:2]1[CH:3]=[C:4]([C:10]2[N:11]=[C:12]3[C:17](=[CH:18][CH:19]=2)[N:16]=[CH:15][C:14]([C:20](=[O:22])[CH3:21])=[C:13]3[NH:23][C:24]2[CH:25]=[N:26][C:27]([NH:30][CH2:31][CH2:32][N:33]([CH3:35])[CH3:34])=[CH:28][CH:29]=2)[CH:5]=[C:6](Cl)[C:7]=1[OH:8].[Cl:36]C1C=C(B2OC(C)(C)C(C)(C)O2)C=C([F:52])C=1O. No catalyst specified. The product is [ClH:1].[ClH:36].[ClH:1].[Cl:1][C:2]1[CH:3]=[C:4]([C:10]2[N:11]=[C:12]3[C:17](=[CH:18][CH:19]=2)[N:16]=[CH:15][C:14]([C:20](=[O:22])[CH3:21])=[C:13]3[NH:23][C:24]2[CH:25]=[N:26][C:27]([NH:30][CH2:31][CH2:32][N:33]([CH3:35])[CH3:34])=[CH:28][CH:29]=2)[CH:5]=[C:6]([F:52])[C:7]=1[OH:8]. The yield is 0.660. (3) The reactants are [F:1][C:2]1[CH:7]=[CH:6][C:5]([CH:8]([OH:16])[CH2:9][C:10]2[CH:15]=[CH:14][CH:13]=[CH:12][CH:11]=2)=[CH:4][C:3]=1[O:17][CH3:18].CC(C)=O.OS(O)(=O)=O.O=[Cr](=O)=O. The catalyst is CC(C)=O. The product is [F:1][C:2]1[CH:7]=[CH:6][C:5]([C:8](=[O:16])[CH2:9][C:10]2[CH:15]=[CH:14][CH:13]=[CH:12][CH:11]=2)=[CH:4][C:3]=1[O:17][CH3:18]. The yield is 0.660. (4) The reactants are C([O:3][C:4](=O)[CH2:5][C:6]1[CH:15]=[CH:14][C:13]2[C:8](=[CH:9][CH:10]=[C:11]([O:16][CH:17]3[CH2:22][CH2:21][CH:20]([C:23]([CH3:26])([CH3:25])[CH3:24])[CH2:19][CH2:18]3)[CH:12]=2)[CH:7]=1)C.[AlH4-].[Li+]. The catalyst is C1COCC1. The product is [C:23]([CH:20]1[CH2:21][CH2:22][CH:17]([O:16][C:11]2[CH:12]=[C:13]3[C:8](=[CH:9][CH:10]=2)[CH:7]=[C:6]([CH2:5][CH2:4][OH:3])[CH:15]=[CH:14]3)[CH2:18][CH2:19]1)([CH3:26])([CH3:24])[CH3:25]. The yield is 0.770. (5) The reactants are C[O:2][C:3]([C:5]1[CH:14]=[C:13]([O:15]COCC[Si](C)(C)C)[C:12]2[C:7](=[C:8]([Br:26])[CH:9]=[C:10]([O:24][CH3:25])[CH:11]=2)[N:6]=1)=[O:4].O1CCCC1.O.O.[OH-].[Li+]. The catalyst is CO. The product is [Br:26][C:8]1[CH:9]=[C:10]([O:24][CH3:25])[CH:11]=[C:12]2[C:7]=1[NH:6][C:5]([C:3]([OH:4])=[O:2])=[CH:14][C:13]2=[O:15]. The yield is 0.800. (6) The reactants are C([O:4][CH2:5][C@H:6]1[CH2:11][C@@H:10]([O:12]C(=O)C)[CH2:9][CH2:8][C@@:7]1([C@H:17]1[CH2:25][CH2:24][C@@:23]2([CH3:26])[C@@H:19]([CH2:20][CH2:21][C:22]2=[CH2:27])[C@@H:18]1[CH2:28][NH:29][CH2:30][C:31]1[CH:36]=[CH:35][C:34]([C:37](=[O:44])[C:38]2[CH:43]=[CH:42][CH:41]=[CH:40][CH:39]=2)=[CH:33][CH:32]=1)[CH3:16])(=O)C.[OH-].[Na+]. The catalyst is CO. The product is [OH:12][C@H:10]1[CH2:9][CH2:8][C@@:7]([C@H:17]2[CH2:25][CH2:24][C@@:23]3([CH3:26])[C@@H:19]([CH2:20][CH2:21][C:22]3=[CH2:27])[C@@H:18]2[CH2:28][NH:29][CH2:30][C:31]2[CH:36]=[CH:35][C:34]([C:37]([C:38]3[CH:43]=[CH:42][CH:41]=[CH:40][CH:39]=3)=[O:44])=[CH:33][CH:32]=2)([CH3:16])[C@@H:6]([CH2:5][OH:4])[CH2:11]1. The yield is 0.0600. (7) The yield is 0.600. The catalyst is C(Cl)Cl. The reactants are [CH3:1][O:2][C:3]1[CH:4]=[C:5]([OH:12])[CH:6]=[C:7]([O:10][CH3:11])[C:8]=1[CH3:9].N1C=CC=CC=1.[F:19][C:20]([F:33])([F:32])[S:21](O[S:21]([C:20]([F:33])([F:32])[F:19])(=[O:23])=[O:22])(=[O:23])=[O:22].C([O-])(O)=O.[Na+]. The product is [F:19][C:20]([F:33])([F:32])[S:21]([O:12][C:5]1[CH:6]=[C:7]([O:10][CH3:11])[C:8]([CH3:9])=[C:3]([O:2][CH3:1])[CH:4]=1)(=[O:23])=[O:22].